This data is from Reaction yield outcomes from USPTO patents with 853,638 reactions. The task is: Predict the reaction yield, written as a fraction of the theoretical maximum amount of product (1.0 means a 100% yield; for example, 0.34 means a 34% yield). (1) The reactants are [CH3:1][C:2]1([CH3:14])[CH2:11][CH2:10][C:9]([CH3:13])([CH3:12])[C:8]2[CH:7]=[CH:6][CH:5]=[CH:4][C:3]1=2.[N+:15]([C:18]1[CH:26]=[CH:25][CH:24]=[CH:23][C:19]=1[C:20](Cl)=[O:21])([O-:17])=[O:16].[Al+3].[Cl-].[Cl-].[Cl-].O. The catalyst is ClCCl. The product is [CH3:12][C:9]1([CH3:13])[CH2:10][CH2:11][C:2]([CH3:14])([CH3:1])[C:3]2[CH:4]=[C:5]([C:20]([C:19]3[CH:23]=[CH:24][CH:25]=[CH:26][C:18]=3[N+:15]([O-:17])=[O:16])=[O:21])[CH:6]=[CH:7][C:8]1=2. The yield is 0.420. (2) The reactants are [F:1][C:2]1[CH:3]=[C:4]2[C:9]([OH:10])=[C:8]([C:11]([O:13]CC)=[O:12])[CH:7]=[N:6][N:5]2[CH:16]=1.[OH-].[Na+]. The catalyst is CO.C1COCC1. The product is [F:1][C:2]1[CH:3]=[C:4]2[C:9]([OH:10])=[C:8]([C:11]([OH:13])=[O:12])[CH:7]=[N:6][N:5]2[CH:16]=1. The yield is 0.900. (3) The reactants are C[Al](C)C.[F:5][C:6]1[CH:13]=[CH:12][C:9]([CH2:10][NH2:11])=[CH:8][CH:7]=1.C([O:16][C:17]([C:19]1[C:20]([S:35][CH2:36][CH3:37])=[N:21][C:22]2[C:27]([C:28]=1[CH3:29])=[CH:26][CH:25]=[C:24]([O:30][C:31]([F:34])([F:33])[F:32])[CH:23]=2)=O)C.CCCCCC.C(Cl)Cl. The catalyst is C1(C)C=CC=CC=1.Cl. The product is [CH2:36]([S:35][C:20]1[C:19]([C:17]([NH:11][CH2:10][C:9]2[CH:12]=[CH:13][C:6]([F:5])=[CH:7][CH:8]=2)=[O:16])=[C:28]([CH3:29])[C:27]2[C:22](=[CH:23][C:24]([O:30][C:31]([F:34])([F:32])[F:33])=[CH:25][CH:26]=2)[N:21]=1)[CH3:37]. The yield is 0.610. (4) The product is [CH2:26]([O:25][C:23]([NH:17][C@@H:6]1[C@H:7]2[CH2:11][C@H:10]([CH:9]=[CH:8]2)[C@@H:5]1[C:3]([O:2][CH3:1])=[O:4])=[O:24])[C:27]1[CH:36]=[CH:35][CH:34]=[CH:33][CH:32]=1. The catalyst is O1CCCC1.O.C1C=CC=CC=1.ClCCl. The yield is 0.740. The reactants are [CH3:1][O:2][C:3]([C@H:5]1[C@@H:10]2[CH2:11][C@@H:7]([CH:8]=[CH:9]2)[C@H:6]1C(O)=O)=[O:4].C([N:17](CC)CC)C.Cl[C:23]([O:25][CH2:26][CH3:27])=[O:24].[N-]=[N+]=[N-].[Na+].[CH2:32](O)[C:33]1C=C[CH:36]=[CH:35][CH:34]=1. (5) The reactants are [CH:1]([C:3]1[CH:8]=[C:7](Br)[CH:6]=[C:5]([CH:10]=[O:11])[C:4]=1[OH:12])=[O:2].[CH:13]#[C:14][CH2:15][CH2:16][CH2:17][CH2:18][CH2:19][CH2:20][CH2:21][CH2:22][CH2:23][CH3:24]. The catalyst is C(#N)C.C1(C=CC=CC=1)[P](C1C=CC=CC=1)(C1C=CC=CC=1)[Pd][P](C1C=CC=CC=1)(C1C=CC=CC=1)C1C=CC=CC=1. The product is [CH:1]([C:3]1[CH:8]=[C:7]([C:13]#[C:14][CH2:15][CH2:16][CH2:17][CH2:18][CH2:19][CH2:20][CH2:21][CH2:22][CH2:23][CH3:24])[CH:6]=[C:5]([CH:10]=[O:11])[C:4]=1[OH:12])=[O:2]. The yield is 0.460. (6) The reactants are [Cl:1][C:2]1[CH:7]=[CH:6][C:5]([C:8](=[CH2:13])[C:9]([O:11][CH3:12])=[O:10])=[CH:4][CH:3]=1.[CH:14]([NH2:17])([CH3:16])[CH3:15].[CH3:18][C:19]([O:22][C:23](O[C:23]([O:22][C:19]([CH3:21])([CH3:20])[CH3:18])=[O:24])=[O:24])([CH3:21])[CH3:20]. The catalyst is C1COCC1. The product is [C:19]([O:22][C:23]([N:17]([CH:14]([CH3:16])[CH3:15])[CH2:13][CH:8]([C:5]1[CH:4]=[CH:3][C:2]([Cl:1])=[CH:7][CH:6]=1)[C:9]([O:11][CH3:12])=[O:10])=[O:24])([CH3:21])([CH3:20])[CH3:18]. The yield is 0.940. (7) The reactants are Cl[C:2]1[C:11]2[C:6](=[CH:7][CH:8]=[CH:9][CH:10]=2)[N:5]=[C:4]([CH2:12][F:13])[N:3]=1.[CH3:14][O:15][C:16]1[CH:21]=[CH:20][C:19]([NH:22][CH3:23])=[CH:18][CH:17]=1.Cl.C([O-])(O)=O.[Na+]. The catalyst is C(O)(C)C. The product is [F:13][CH2:12][C:4]1[N:3]=[C:2]([N:22]([C:19]2[CH:20]=[CH:21][C:16]([O:15][CH3:14])=[CH:17][CH:18]=2)[CH3:23])[C:11]2[C:6](=[CH:7][CH:8]=[CH:9][CH:10]=2)[N:5]=1. The yield is 0.0950. (8) The reactants are [N+:1](=[CH2:3])=[N-].[Br:4][C:5]1[CH:6]=[C:7]2[C:11](=[CH:12][CH:13]=1)[NH:10][C:9](=[O:14])[C:8]2=[CH:15][C:16]#N. The catalyst is CCOCC. The product is [Br:4][C:5]1[CH:6]=[C:7]2[C:11](=[CH:12][CH:13]=1)[NH:10][C:9](=[O:14])[C:8]12[CH2:16][CH:15]1[C:3]#[N:1]. The yield is 0.500. (9) The reactants are [Cl:1][C:2]1[C:7]([C:8]([F:11])([F:10])[F:9])=[CH:6][CH:5]=[CH:4][C:3]=1[C:12]([N:14]1[CH:19]=[CH:18][C:17]2[N:20]([C:23]3[CH:24]=[N:25][CH:26]=[N:27][CH:28]=3)[N:21]=[N:22][C:16]=2[CH:15]1[CH3:29])=[O:13].C([O-])=O.[NH4+]. The catalyst is CO.[Pd].[C]. The product is [Cl:1][C:2]1[C:7]([C:8]([F:9])([F:11])[F:10])=[CH:6][CH:5]=[CH:4][C:3]=1[C:12]([N:14]1[CH2:19][CH2:18][C:17]2[N:20]([C:23]3[CH:24]=[N:25][CH:26]=[N:27][CH:28]=3)[N:21]=[N:22][C:16]=2[CH:15]1[CH3:29])=[O:13]. The yield is 0.220. (10) The reactants are Br[C:2]1[CH:3]=[C:4]([C:8]2[N:17]=[C:16]([C:18]([NH2:20])=[O:19])[C:15]3[CH2:14][CH2:13][CH2:12][CH2:11][C:10]=3[N:9]=2)[CH:5]=[CH:6][CH:7]=1.[C:21]([C@:23]1([OH:30])[CH2:27][CH2:26][N:25]([CH3:28])[C:24]1=[O:29])#[CH:22]. No catalyst specified. The product is [OH:30][C@@:23]1([C:21]#[C:22][C:2]2[CH:3]=[C:4]([C:8]3[N:17]=[C:16]([C:18]([NH2:20])=[O:19])[C:15]4[CH2:14][CH2:13][CH2:12][CH2:11][C:10]=4[N:9]=3)[CH:5]=[CH:6][CH:7]=2)[CH2:27][CH2:26][N:25]([CH3:28])[C:24]1=[O:29]. The yield is 0.0600.